This data is from Reaction yield outcomes from USPTO patents with 853,638 reactions. The task is: Predict the reaction yield, written as a fraction of the theoretical maximum amount of product (1.0 means a 100% yield; for example, 0.34 means a 34% yield). (1) The reactants are [C:1]([O:4][C:5]([CH3:8])([CH3:7])[CH3:6])(=[O:3])[CH3:2].C([N-]C(C)C)(C)C.[Li+].[C:17]1(=[O:22])[CH2:21][CH2:20][CH2:19][CH2:18]1. The catalyst is C1COCC1. The product is [OH:22][C:17]1([CH2:2][C:1]([O:4][C:5]([CH3:8])([CH3:7])[CH3:6])=[O:3])[CH2:21][CH2:20][CH2:19][CH2:18]1. The yield is 0.701. (2) The reactants are [N+:1]([C:4]1[CH:22]=[CH:21][C:7]([CH2:8][O:9][C:10]([CH:12]2[C:20]3[C:15](=[CH:16][CH:17]=[CH:18][CH:19]=3)[CH2:14][CH2:13]2)=[O:11])=[CH:6][CH:5]=1)([O-:3])=[O:2].[Cl:23][S:24](O)(=[O:26])=[O:25]. The catalyst is C(Cl)(Cl)Cl. The product is [N+:1]([C:4]1[CH:5]=[CH:6][C:7]([CH2:8][O:9][C:10]([CH:12]2[C:20]3[C:15](=[CH:16][CH:17]=[C:18]([S:24]([Cl:23])(=[O:26])=[O:25])[CH:19]=3)[CH2:14][CH2:13]2)=[O:11])=[CH:21][CH:22]=1)([O-:3])=[O:2]. The yield is 0.270. (3) The reactants are [Cl:1][C:2]1[CH:3]=[C:4]([CH:9]([C:24]([F:27])([F:26])[F:25])/[CH:10]=[CH:11]/[C:12]2[CH:13]=[CH:14][C:15]([N:19]3[CH:23]=[N:22][CH:21]=[N:20]3)=[C:16]([CH:18]=2)[NH2:17])[CH:5]=[C:6]([Cl:8])[CH:7]=1.[CH3:28]I. The catalyst is C(Cl)Cl. The product is [Cl:1][C:2]1[CH:3]=[C:4]([CH:9]([C:24]([F:26])([F:25])[F:27])/[CH:10]=[CH:11]/[C:12]2[CH:13]=[CH:14][C:15]([N:19]3[CH:23]=[N:22][CH:21]=[N:20]3)=[C:16]([CH:18]=2)[NH:17][CH3:28])[CH:5]=[C:6]([Cl:8])[CH:7]=1. The yield is 0.700. (4) The yield is 0.370. The reactants are [S:1]1[CH:5]=[CH:4][N:3]=[C:2]1[C:6]1[CH:7]=[N:8][CH:9]=[CH:10][CH:11]=1.[Li]CCCC.[CH2:17]([Sn:21](Cl)([CH2:26][CH2:27][CH2:28][CH3:29])[CH2:22][CH2:23][CH2:24][CH3:25])[CH2:18][CH2:19][CH3:20].O. The product is [CH2:26]([Sn:21]([CH2:17][CH2:18][CH2:19][CH3:20])([CH2:22][CH2:23][CH2:24][CH3:25])[C:5]1[S:1][C:2]([C:6]2[CH:7]=[N:8][CH:9]=[CH:10][CH:11]=2)=[N:3][CH:4]=1)[CH2:27][CH2:28][CH3:29]. The catalyst is C1COCC1. (5) The reactants are [Cl:1][C:2]1[CH:3]=[C:4]([NH:8][S:9]([C:12]2[CH:13]=[C:14]3[C:18](=[CH:19][CH:20]=2)[NH:17][C:16](=[O:21])[CH2:15]3)(=[O:11])=[O:10])[CH:5]=[CH:6][CH:7]=1.[CH2:22]([N:24]([CH2:39][CH3:40])[CH2:25][CH2:26][NH:27][C:28]([C:30]1[C:34]([CH3:35])=[C:33]([CH:36]=O)[NH:32][C:31]=1[CH3:38])=[O:29])[CH3:23]. No catalyst specified. The product is [CH2:39]([N:24]([CH2:22][CH3:23])[CH2:25][CH2:26][NH:27][C:28]([C:30]1[C:34]([CH3:35])=[C:33]([CH:36]=[C:15]2[C:14]3[C:18](=[CH:19][CH:20]=[C:12]([S:9](=[O:11])(=[O:10])[NH:8][C:4]4[CH:5]=[CH:6][CH:7]=[C:2]([Cl:1])[CH:3]=4)[CH:13]=3)[NH:17][C:16]2=[O:21])[NH:32][C:31]=1[CH3:38])=[O:29])[CH3:40]. The yield is 0.370. (6) The reactants are FC1C=CC(C[N:7]2C(=O)N(C3SC(C(O)=O)=C(C)N=3)C=N2)=CC=1.[CH3:24][C:25]1[N:26]=[C:27]([N:33]2[CH2:37][CH2:36][N:35]([CH2:38][CH2:39][CH2:40][C:41]([F:44])([F:43])[F:42])[C:34]2=[O:45])[S:28][C:29]=1[C:30](O)=[O:31]. No catalyst specified. The product is [CH3:24][C:25]1[N:26]=[C:27]([N:33]2[CH2:37][CH2:36][N:35]([CH2:38][CH2:39][CH2:40][C:41]([F:44])([F:43])[F:42])[C:34]2=[O:45])[S:28][C:29]=1[C:30]([NH2:7])=[O:31]. The yield is 0.520. (7) The reactants are [OH:1][C:2]1[CH:3]=[C:4]([CH:7]=[CH:8][C:9]=1[O:10][CH2:11][CH2:12][CH3:13])[C:5]#[N:6].C(OC1C=C(C=C(OCC2C=CC=CC=2)C=1)CN)C1C=CC=CC=1. No catalyst specified. The product is [OH:1][C:2]1[CH:3]=[C:4]([CH:7]=[CH:8][C:9]=1[O:10][CH2:11][CH2:12][CH3:13])[CH2:5][NH2:6]. The yield is 0.480. (8) The reactants are [CH3:1][C:2]1[C:6]([CH2:7][N:8]2[CH:12]=[C:11]([N:13]3[C:17](=[O:18])[CH2:16][NH:15][C:14]3=[O:19])[CH:10]=[N:9]2)=[C:5]([CH3:20])[O:4][N:3]=1.Cl[CH2:22][C:23]1[C:24]([CH3:29])=[N:25][O:26][C:27]=1[CH3:28]. No catalyst specified. The product is [CH3:29][C:24]1[C:23]([CH2:22][N:15]2[CH2:16][C:17](=[O:18])[N:13]([C:11]3[CH:10]=[N:9][N:8]([CH2:7][C:6]4[C:2]([CH3:1])=[N:3][O:4][C:5]=4[CH3:20])[CH:12]=3)[C:14]2=[O:19])=[C:27]([CH3:28])[O:26][N:25]=1. The yield is 0.500. (9) The reactants are [CH3:1][O:2][C:3]1[CH:22]=[CH:21][C:6]([CH2:7][N:8]2[C:17](=[O:18])[C:16]3[N:15]=[CH:14][C:13]([CH3:19])=[C:12](Cl)[C:11]=3[CH:10]=[CH:9]2)=[CH:5][CH:4]=1.[CH3:23][NH:24][C:25]1[N:34]=[CH:33][C:32]2[C:27](=[CH:28][CH:29]=[C:30](B3OC(C)(C)C(C)(C)O3)[CH:31]=2)[N:26]=1.C(=O)([O-])[O-].[Na+].[Na+].COCCOC. The catalyst is C(Cl)Cl.CO.Cl[Pd](Cl)([P](C1C=CC=CC=1)(C1C=CC=CC=1)C1C=CC=CC=1)[P](C1C=CC=CC=1)(C1C=CC=CC=1)C1C=CC=CC=1.CCO.O. The product is [CH3:1][O:2][C:3]1[CH:22]=[CH:21][C:6]([CH2:7][N:8]2[C:17](=[O:18])[C:16]3[N:15]=[CH:14][C:13]([CH3:19])=[C:12]([C:30]4[CH:31]=[C:32]5[C:27](=[CH:28][CH:29]=4)[N:26]=[C:25]([NH:24][CH3:23])[N:34]=[CH:33]5)[C:11]=3[CH:10]=[CH:9]2)=[CH:5][CH:4]=1. The yield is 0.902.